Regression. Given two drug SMILES strings and cell line genomic features, predict the synergy score measuring deviation from expected non-interaction effect. From a dataset of NCI-60 drug combinations with 297,098 pairs across 59 cell lines. (1) Drug 1: C1=CC(=C2C(=C1NCCNCCO)C(=O)C3=C(C=CC(=C3C2=O)O)O)NCCNCCO. Drug 2: C1C(C(OC1N2C=NC3=C2NC=NCC3O)CO)O. Cell line: HS 578T. Synergy scores: CSS=8.87, Synergy_ZIP=-6.61, Synergy_Bliss=-10.8, Synergy_Loewe=-13.4, Synergy_HSA=-9.66. (2) Drug 1: C1=NC2=C(N1)C(=S)N=C(N2)N. Drug 2: CCC1(CC2CC(C3=C(CCN(C2)C1)C4=CC=CC=C4N3)(C5=C(C=C6C(=C5)C78CCN9C7C(C=CC9)(C(C(C8N6C=O)(C(=O)OC)O)OC(=O)C)CC)OC)C(=O)OC)O.OS(=O)(=O)O. Cell line: SK-MEL-5. Synergy scores: CSS=58.0, Synergy_ZIP=-2.92, Synergy_Bliss=-0.689, Synergy_Loewe=-6.78, Synergy_HSA=0.144. (3) Drug 1: COC1=C(C=C2C(=C1)N=CN=C2NC3=CC(=C(C=C3)F)Cl)OCCCN4CCOCC4. Drug 2: C#CCC(CC1=CN=C2C(=N1)C(=NC(=N2)N)N)C3=CC=C(C=C3)C(=O)NC(CCC(=O)O)C(=O)O. Cell line: OVCAR-5. Synergy scores: CSS=51.0, Synergy_ZIP=-3.91, Synergy_Bliss=-3.64, Synergy_Loewe=-0.413, Synergy_HSA=-0.245. (4) Drug 1: CC12CCC3C(C1CCC2O)C(CC4=C3C=CC(=C4)O)CCCCCCCCCS(=O)CCCC(C(F)(F)F)(F)F. Drug 2: CN(CC1=CN=C2C(=N1)C(=NC(=N2)N)N)C3=CC=C(C=C3)C(=O)NC(CCC(=O)O)C(=O)O. Cell line: T-47D. Synergy scores: CSS=18.7, Synergy_ZIP=8.08, Synergy_Bliss=6.79, Synergy_Loewe=8.72, Synergy_HSA=4.18. (5) Drug 1: CC1OCC2C(O1)C(C(C(O2)OC3C4COC(=O)C4C(C5=CC6=C(C=C35)OCO6)C7=CC(=C(C(=C7)OC)O)OC)O)O. Drug 2: C1CCC(C(C1)N)N.C(=O)(C(=O)[O-])[O-].[Pt+4]. Cell line: U251. Synergy scores: CSS=55.8, Synergy_ZIP=0.0894, Synergy_Bliss=0.854, Synergy_Loewe=0.939, Synergy_HSA=4.29.